Dataset: Retrosynthesis with 50K atom-mapped reactions and 10 reaction types from USPTO. Task: Predict the reactants needed to synthesize the given product. (1) Given the product CC(C)(C)[Si](C)(C)Oc1cnc2cccc(N)c2c1, predict the reactants needed to synthesize it. The reactants are: CC(C)(C)[Si](C)(C)Oc1cnc2cccc([N+](=O)[O-])c2c1. (2) The reactants are: CC(C)(C)C(=O)n1ccc2cc(C(=O)OCc3ccccc3)ccc21. Given the product CC(C)(C)C(=O)n1ccc2cc(C(=O)O)ccc21, predict the reactants needed to synthesize it. (3) Given the product C#Cc1cccc(CN2CCN(c3ccc4nnc(C(F)(F)F)n4n3)CC2)c1, predict the reactants needed to synthesize it. The reactants are: C#Cc1cccc(C=O)c1.FC(F)(F)c1nnc2ccc(N3CCNCC3)nn12. (4) Given the product Fc1ccc(Nc2nc(Cl)nc(NN=Cc3ccc(OC(F)(F)F)cc3)n2)cc1C(F)(F)F, predict the reactants needed to synthesize it. The reactants are: Fc1ccc(Nc2nc(Cl)nc(Cl)n2)cc1C(F)(F)F.NN=Cc1ccc(OC(F)(F)F)cc1. (5) Given the product CC(C)(C)Nc1cc(-c2ccccc2)nc(Nc2ccc(C3(C(=O)O)CCC3)cc2)n1, predict the reactants needed to synthesize it. The reactants are: COC(=O)C1(c2ccc(Nc3nc(NC(C)(C)C)cc(-c4ccccc4)n3)cc2)CCC1.